This data is from Forward reaction prediction with 1.9M reactions from USPTO patents (1976-2016). The task is: Predict the product of the given reaction. (1) The product is: [CH3:21][O:22][CH2:23][O:19][C:15]1[CH:16]=[CH:17][CH:18]=[C:13]([N+:10]([O-:12])=[O:11])[CH:14]=1. Given the reactants C(N(CC)C(C)C)(C)C.[N+:10]([C:13]1[CH:14]=[C:15]([OH:19])[CH:16]=[CH:17][CH:18]=1)([O-:12])=[O:11].Cl[CH2:21][O:22][CH3:23], predict the reaction product. (2) Given the reactants [CH3:1][O:2][C:3](=[O:20])[C:4]1[CH:9]=[C:8]([CH2:10][CH2:11][N:12]2[CH2:16][CH2:15][CH2:14][CH2:13]2)[CH:7]=[CH:6][C:5]=1[N+:17]([O-])=O, predict the reaction product. The product is: [CH3:1][O:2][C:3](=[O:20])[C:4]1[CH:9]=[C:8]([CH2:10][CH2:11][N:12]2[CH2:16][CH2:15][CH2:14][CH2:13]2)[CH:7]=[CH:6][C:5]=1[NH2:17]. (3) Given the reactants [CH3:1][CH:2]([CH2:4][CH2:5][CH2:6][C@H:7]([C@@H:9]1[C@:26]2([CH3:27])[C@H:12]([C@H:13]3[C@H:23]([CH2:24][CH2:25]2)[C@:21]2([CH3:22])[C:16]([CH2:17][C@@H:18](O)[CH2:19][CH2:20]2)=[CH:15][CH2:14]3)[CH2:11][CH2:10]1)[CH3:8])[CH3:3].CC(CCC[C@H]([C@@H]1[C@]2(C)[C@H]([C@H]3[C@H](CC2)[C@]2(C)C(C[C@@H](NCCCNC(=O)CCNC(=O)CCNC(=O)CCCCCNC4C=CC([N+]([O-])=O)=CC=4[N+]([O-])=O)CC2)=CC3)CC1)C)C.[Si]([I:95])(C)(C)C.B(F)(F)F.CCOCC, predict the reaction product. The product is: [I:95][C@H:18]1[CH2:19][CH2:20][C@@:21]2([CH3:22])[C:16](=[CH:15][CH2:14][C@@H:13]3[C@@H:23]2[CH2:24][CH2:25][C@@:26]2([CH3:27])[C@H:12]3[CH2:11][CH2:10][C@@H:9]2[C@H:7]([CH3:8])[CH2:6][CH2:5][CH2:4][CH:2]([CH3:1])[CH3:3])[CH2:17]1.